This data is from Forward reaction prediction with 1.9M reactions from USPTO patents (1976-2016). The task is: Predict the product of the given reaction. Given the reactants [O:1]=[C:2]1[NH:6][N:5]=[C:4]([C:7]2[N:8]=[C:9]([O:17][C@H:18]3[CH2:22][CH2:21][N:20](C(OC(C)(C)C)=O)[CH2:19]3)[C:10]3[C:15]([CH:16]=2)=[CH:14][CH:13]=[CH:12][CH:11]=3)[NH:3]1.[ClH:30], predict the reaction product. The product is: [ClH:30].[NH:20]1[CH2:21][CH2:22][C@H:18]([O:17][C:9]2[C:10]3[C:15](=[CH:14][CH:13]=[CH:12][CH:11]=3)[CH:16]=[C:7]([C:4]3[NH:3][C:2](=[O:1])[NH:6][N:5]=3)[N:8]=2)[CH2:19]1.